This data is from Reaction yield outcomes from USPTO patents with 853,638 reactions. The task is: Predict the reaction yield, written as a fraction of the theoretical maximum amount of product (1.0 means a 100% yield; for example, 0.34 means a 34% yield). (1) The reactants are Cl[C:2]1[CH:3]=[CH:4][C:5]2[O:14][CH2:13][CH2:12][C:11]3[CH:10]=[C:9]([C:15]4[N:16]([C:20]5[CH:25]=[CH:24][C:23]([F:26])=[CH:22][C:21]=5[F:27])[N:17]=[CH:18][N:19]=4)[S:8][C:7]=3[C:6]=2[N:28]=1.[CH3:29][O:30][C:31]1[CH:36]=[C:35]([CH3:37])[C:34](B2OC(C)(C)C(C)(C)O2)=[CH:33][N:32]=1.C([O-])([O-])=O.[Cs+].[Cs+]. The catalyst is C1C=CC(P(C2C=CC=CC=2)[C-]2C=CC=C2)=CC=1.C1C=CC(P(C2C=CC=CC=2)[C-]2C=CC=C2)=CC=1.Cl[Pd]Cl.[Fe+2].CC#N.O. The product is [F:27][C:21]1[CH:22]=[C:23]([F:26])[CH:24]=[CH:25][C:20]=1[N:16]1[C:15]([C:9]2[S:8][C:7]3[C:6]4[N:28]=[C:2]([C:34]5[CH:33]=[N:32][C:31]([O:30][CH3:29])=[CH:36][C:35]=5[CH3:37])[CH:3]=[CH:4][C:5]=4[O:14][CH2:13][CH2:12][C:11]=3[CH:10]=2)=[N:19][CH:18]=[N:17]1. The yield is 0.240. (2) The reactants are [C:1]([O:5][C:6](=[O:52])[NH:7][CH:8]1[C:26](=[O:27])[N:25]2[CH:21]([CH2:22][CH:23]([O:28][C:29]3[C:38]4[C:33](=[CH:34][CH:35]=[CH:36][CH:37]=4)[CH:32]=[CH:31][N:30]=3)[CH2:24]2)[C:20](=[O:39])[NH:19][C:18]2([C:40]([NH:42][S:43]([C:46]3([CH2:49][CH2:50][CH3:51])[CH2:48][CH2:47]3)(=[O:45])=[O:44])=[O:41])[CH:16]([CH2:17]2)[CH:15]=[CH:14][CH2:13][CH2:12][CH2:11][CH2:10][CH2:9]1)([CH3:4])([CH3:3])[CH3:2].N(C([O-])=O)=NC([O-])=O.[K+].[K+].C(O)(=O)C. The catalyst is CO. The product is [C:1]([O:5][C:6](=[O:52])[NH:7][CH:8]1[C:26](=[O:27])[N:25]2[CH:21]([CH2:22][CH:23]([O:28][C:29]3[C:38]4[C:33](=[CH:34][CH:35]=[CH:36][CH:37]=4)[CH:32]=[CH:31][N:30]=3)[CH2:24]2)[C:20](=[O:39])[NH:19][C:18]2([C:40]([NH:42][S:43]([C:46]3([CH2:49][CH2:50][CH3:51])[CH2:47][CH2:48]3)(=[O:44])=[O:45])=[O:41])[CH:16]([CH2:17]2)[CH2:15][CH2:14][CH2:13][CH2:12][CH2:11][CH2:10][CH2:9]1)([CH3:4])([CH3:3])[CH3:2]. The yield is 0.340. (3) The reactants are [B:10]1([B:10]2[O:14][C:13]([CH3:16])([CH3:15])[C:12]([CH3:18])([CH3:17])[O:11]2)[O:14][C:13]([CH3:16])([CH3:15])[C:12]([CH3:18])([CH3:17])[O:11]1.CC([O-])=O.[K+].[CH:24]([C:26]1[CH:31]=[CH:30][C:29]([O:32][CH3:33])=[CH:28][C:27]=1OS(C(F)(F)F)(=O)=O)=[O:25]. The catalyst is O1CCOCC1.C1C=CC(P(C2C=CC=CC=2)[C-]2C=CC=C2)=CC=1.C1C=CC(P(C2C=CC=CC=2)[C-]2C=CC=C2)=CC=1.Cl[Pd]Cl.[Fe+2]. The product is [CH3:33][O:32][C:29]1[CH:30]=[CH:31][C:26]([CH:24]=[O:25])=[C:27]([B:10]2[O:11][C:12]([CH3:17])([CH3:18])[C:13]([CH3:15])([CH3:16])[O:14]2)[CH:28]=1. The yield is 0.932. (4) The reactants are [CH:1]([C:4]1[C:5]([O:16][CH2:17][O:18][CH3:19])=[C:6](B(O)O)[CH:7]=[C:8]([CH:10]([CH3:12])[CH3:11])[CH:9]=1)([CH3:3])[CH3:2].[C:20]([C:23]1[CH:39]=[CH:38][C:26]2[S:27][CH:28]=[C:29](OS(C(F)(F)F)(=O)=O)[C:25]=2[CH:24]=1)(=[O:22])[CH3:21].C(=O)([O-])[O-].[Na+].[Na+]. The catalyst is C1(C)C=CC=CC=1.C(O)C.[Cl-].[Na+].O.C1C=CC([P]([Pd]([P](C2C=CC=CC=2)(C2C=CC=CC=2)C2C=CC=CC=2)([P](C2C=CC=CC=2)(C2C=CC=CC=2)C2C=CC=CC=2)[P](C2C=CC=CC=2)(C2C=CC=CC=2)C2C=CC=CC=2)(C2C=CC=CC=2)C2C=CC=CC=2)=CC=1. The product is [CH:1]([C:4]1[C:5]([O:16][CH2:17][O:18][CH3:19])=[C:6]([C:29]2[C:25]3[CH:24]=[C:23]([C:20](=[O:22])[CH3:21])[CH:39]=[CH:38][C:26]=3[S:27][CH:28]=2)[CH:7]=[C:8]([CH:10]([CH3:12])[CH3:11])[CH:9]=1)([CH3:3])[CH3:2]. The yield is 0.580. (5) The reactants are [OH:1][C:2]1[CH:16]=[CH:15][C:5]2[N:6]=[C:7]([NH:9][C:10]([CH:12]3[CH2:14][CH2:13]3)=[O:11])[S:8][C:4]=2[CH:3]=1.F[C:18]1[CH:23]=[CH:22][CH:21]=[C:20]([N+:24]([O-:26])=[O:25])[CH:19]=1.C(=O)([O-])[O-].[K+].[K+].CN(C)C=O. The catalyst is O. The product is [N+:24]([C:20]1[CH:19]=[C:18]([CH:23]=[CH:22][CH:21]=1)[O:1][C:2]1[CH:16]=[CH:15][C:5]2[N:6]=[C:7]([NH:9][C:10]([CH:12]3[CH2:13][CH2:14]3)=[O:11])[S:8][C:4]=2[CH:3]=1)([O-:26])=[O:25]. The yield is 0.370. (6) The reactants are N(C(C)(C)C#N)=NC(C)(C)C#N.[CH3:13][C:14]1[CH:23]=[C:22]2[C:17]([CH:18]=[CH:19][C:20]([C:24]#[N:25])=[CH:21]2)=[CH:16][CH:15]=1.[Br:26]N1C(=O)CCC1=O. No catalyst specified. The product is [Br:26][CH2:13][C:14]1[CH:23]=[C:22]2[C:17]([CH:18]=[CH:19][C:20]([C:24]#[N:25])=[CH:21]2)=[CH:16][CH:15]=1. The yield is 0.740. (7) The reactants are O.[OH-].[Li+].[C:4]([O:8][C:9]([NH:11][C:12]1[CH:17]=[CH:16][C:15]([CH2:18][CH2:19][O:20][C:21]2[CH:26]=[CH:25][C:24]([CH2:27][CH:28]([O:34][CH2:35][CH3:36])[C:29]([O:31]CC)=[O:30])=[CH:23][CH:22]=2)=[CH:14][CH:13]=1)=[O:10])([CH3:7])([CH3:6])[CH3:5]. The catalyst is O.C1COCC1. The product is [C:4]([O:8][C:9]([NH:11][C:12]1[CH:13]=[CH:14][C:15]([CH2:18][CH2:19][O:20][C:21]2[CH:22]=[CH:23][C:24]([CH2:27][CH:28]([O:34][CH2:35][CH3:36])[C:29]([OH:31])=[O:30])=[CH:25][CH:26]=2)=[CH:16][CH:17]=1)=[O:10])([CH3:7])([CH3:6])[CH3:5]. The yield is 0.987.